Dataset: NCI-60 drug combinations with 297,098 pairs across 59 cell lines. Task: Regression. Given two drug SMILES strings and cell line genomic features, predict the synergy score measuring deviation from expected non-interaction effect. (1) Drug 1: CC1=C(C(CCC1)(C)C)C=CC(=CC=CC(=CC(=O)O)C)C. Drug 2: C1CN(P(=O)(OC1)NCCCl)CCCl. Cell line: TK-10. Synergy scores: CSS=10.5, Synergy_ZIP=-3.08, Synergy_Bliss=-3.05, Synergy_Loewe=-38.6, Synergy_HSA=-1.44. (2) Drug 1: CC1=C2C(C(=O)C3(C(CC4C(C3C(C(C2(C)C)(CC1OC(=O)C(C(C5=CC=CC=C5)NC(=O)OC(C)(C)C)O)O)OC(=O)C6=CC=CC=C6)(CO4)OC(=O)C)OC)C)OC. Drug 2: CC(C)CN1C=NC2=C1C3=CC=CC=C3N=C2N. Cell line: SK-MEL-5. Synergy scores: CSS=46.5, Synergy_ZIP=4.43, Synergy_Bliss=0.865, Synergy_Loewe=-25.7, Synergy_HSA=-0.952.